This data is from Catalyst prediction with 721,799 reactions and 888 catalyst types from USPTO. The task is: Predict which catalyst facilitates the given reaction. (1) Reactant: [Cl:1][C:2]1[CH:10]=[C:9]2[C:5]([CH2:6][C:7](=[O:11])[NH:8]2)=[CH:4][CH:3]=1.[C:12]([N:19]1[CH2:24][CH2:23][C:22](=O)[CH2:21][CH2:20]1)([O:14][C:15]([CH3:18])([CH3:17])[CH3:16])=[O:13].N1CCCCC1.O. Product: [C:15]([O:14][C:12]([N:19]1[CH2:24][CH2:23][C:22](=[C:6]2[C:5]3[C:9](=[CH:10][C:2]([Cl:1])=[CH:3][CH:4]=3)[NH:8][C:7]2=[O:11])[CH2:21][CH2:20]1)=[O:13])([CH3:18])([CH3:16])[CH3:17]. The catalyst class is: 41. (2) Reactant: CC1C=CC(S(O[CH2:12][CH2:13][CH2:14][CH2:15][C:16]2[C:24]3[C:19](=[CH:20][CH:21]=[C:22]([C:25]#[N:26])[CH:23]=3)[NH:18][CH:17]=2)(=O)=O)=CC=1.[N:27]1([C:33]2[N:38]=[C:37]([C:39]([F:42])([F:41])[F:40])[CH:36]=[CH:35][N:34]=2)[CH2:32][CH2:31][NH:30][CH2:29][CH2:28]1.C(=O)([O-])[O-].[K+].[K+].[I-].[K+]. Product: [F:42][C:39]([F:40])([F:41])[C:37]1[CH:36]=[CH:35][N:34]=[C:33]([N:27]2[CH2:28][CH2:29][N:30]([CH2:12][CH2:13][CH2:14][CH2:15][C:16]3[C:24]4[C:19](=[CH:20][CH:21]=[C:22]([C:25]#[N:26])[CH:23]=4)[NH:18][CH:17]=3)[CH2:31][CH2:32]2)[N:38]=1. The catalyst class is: 10. (3) Reactant: O.NN.[OH-].[K+].C([C:9]1[S:13][C:12]([C:14]([OH:16])=[O:15])=[CH:11][CH:10]=1)(=O)C.Cl.[CH2:18](O)[CH2:19]OCCO. Product: [CH2:18]([C:11]1[CH:10]=[CH:9][S:13][C:12]=1[C:14]([OH:16])=[O:15])[CH3:19]. The catalyst class is: 6. (4) Reactant: O[CH2:2][CH:3]1[CH2:7][N:6]([CH2:8][C:9]2[CH:14]=[CH:13][C:12]([O:15][CH3:16])=[CH:11][CH:10]=2)[C:5](=[O:17])[CH2:4]1.C1(P(C2C=CC=CC=2)C2C=CC=CC=2)C=CC=CC=1.N1C=CN=C1.[I:42]I.S([O-])([O-])(=O)=S.[Na+].[Na+]. Product: [I:42][CH2:2][CH:3]1[CH2:7][N:6]([CH2:8][C:9]2[CH:14]=[CH:13][C:12]([O:15][CH3:16])=[CH:11][CH:10]=2)[C:5](=[O:17])[CH2:4]1. The catalyst class is: 11. (5) Reactant: Cl.[O:2]([C:9]1[CH:30]=[CH:29][C:12]([O:13][C:14]2[C:19]([C:20]([NH2:22])=[O:21])=[CH:18][N:17]=[C:16]([N:23]3[CH2:28][CH2:27][NH:26][CH2:25][CH2:24]3)[N:15]=2)=[CH:11][CH:10]=1)[C:3]1[CH:8]=[CH:7][CH:6]=[CH:5][CH:4]=1.CCN(C(C)C)C(C)C.[C:40](Cl)(=[O:43])[CH:41]=[CH2:42].CO. Product: [C:40]([N:26]1[CH2:27][CH2:28][N:23]([C:16]2[N:15]=[C:14]([O:13][C:12]3[CH:29]=[CH:30][C:9]([O:2][C:3]4[CH:8]=[CH:7][CH:6]=[CH:5][CH:4]=4)=[CH:10][CH:11]=3)[C:19]([C:20]([NH2:22])=[O:21])=[CH:18][N:17]=2)[CH2:24][CH2:25]1)(=[O:43])[CH:41]=[CH2:42]. The catalyst class is: 2.